From a dataset of Forward reaction prediction with 1.9M reactions from USPTO patents (1976-2016). Predict the product of the given reaction. (1) Given the reactants [CH:1]1[C:7]([NH2:8])=[N:6][C:4](=[O:5])[N:3]([C@@H:9]2[O:13][C@H:12]([CH2:14][OH:15])[C@@H:11]([OH:16])[C@@H:10]2[OH:17])[CH:2]=1.Cl[C:19]([O:21][CH:22]([C:24]1[CH:29]=[CH:28][C:27]([N+:30]([O-:32])=[O:31])=[CH:26][CH:25]=1)[CH3:23])=[O:20].C(=O)(O)[O-].[Na+], predict the reaction product. The product is: [N+:30]([C:27]1[CH:26]=[CH:25][C:24]([CH:22]([O:21][C:19]([NH:8][C:7]2[CH:1]=[CH:2][N:3]([C@@H:9]3[O:13][C@H:12]([CH2:14][OH:15])[C@@H:11]([OH:16])[C@@H:10]3[OH:17])[C:4](=[O:5])[N:6]=2)=[O:20])[CH3:23])=[CH:29][CH:28]=1)([O-:32])=[O:31]. (2) Given the reactants Cl[CH2:2][CH2:3][C:4]([NH:6][C:7]1[CH:12]=[CH:11][C:10]([OH:13])=[CH:9][C:8]=1[F:14])=[O:5].[Al+3].[Cl-].[Cl-].[Cl-].Cl, predict the reaction product. The product is: [F:14][C:8]1[CH:9]=[C:10]([OH:13])[CH:11]=[C:12]2[C:7]=1[NH:6][C:4](=[O:5])[CH2:3][CH2:2]2. (3) Given the reactants [Br:1][C:2]1[N:7]=[CH:6][C:5]([C:8]2[N:9]3[N:19]=[C:18]([C:20]4[CH:25]=[CH:24][N:23]=[CH:22][CH:21]=4)[C:17]([C:26]4[CH:31]=[CH:30][CH:29]=[C:28]([OH:32])[CH:27]=4)=[C:10]3[N:11]=[N:12][C:13]=2C(O)=O)=[CH:4][CH:3]=1, predict the reaction product. The product is: [Br:1][C:2]1[N:7]=[CH:6][C:5]([C:8]2[N:9]3[N:19]=[C:18]([C:20]4[CH:21]=[CH:22][N:23]=[CH:24][CH:25]=4)[C:17]([C:26]4[CH:27]=[C:28]([OH:32])[CH:29]=[CH:30][CH:31]=4)=[C:10]3[N:11]=[N:12][CH:13]=2)=[CH:4][CH:3]=1. (4) The product is: [C:15]([C:14]1[N:8]=[C:6]([C:5]2[CH:9]=[CH:10][CH:11]=[C:3]([O:2][CH3:1])[CH:4]=2)[O:7][CH:13]=1)([CH3:18])([CH3:17])[CH3:16]. Given the reactants [CH3:1][O:2][C:3]1[CH:4]=[C:5]([CH:9]=[CH:10][CH:11]=1)[C:6]([NH2:8])=[O:7].Br[CH2:13][C:14](=O)[C:15]([CH3:18])([CH3:17])[CH3:16], predict the reaction product. (5) Given the reactants [CH2:1]([O:8][C:9]1[C:10]([C:30](OC(C)(C)C)=[O:31])=[N:11][C:12]([CH2:16][CH:17]2[CH2:22][CH2:21][N:20](C(OC(C)(C)C)=O)[CH2:19][CH2:18]2)=[N:13][C:14]=1[CH3:15])[C:2]1[CH:7]=[CH:6][CH:5]=[CH:4][CH:3]=1.C(OC1[C:46]([C:73]([O:75][C:76]([CH3:79])([CH3:78])[CH3:77])=[O:74])=[N:47]C(CC2CCN(C3C=CC(C4C=CC(CO)=CC=4)=CC=3)CC2)=NC=1C)C1C=CC=CC=1.[ClH:80].C(OC(=O)CN)(C)(C)C, predict the reaction product. The product is: [ClH:80].[C:76]([O:75][C:73](=[O:74])[CH2:46][NH:47][C:30]([C:10]1[C:9]([O:8][CH2:1][C:2]2[CH:7]=[CH:6][CH:5]=[CH:4][CH:3]=2)=[C:14]([CH3:15])[N:13]=[C:12]([CH2:16][CH:17]2[CH2:18][CH2:19][NH:20][CH2:21][CH2:22]2)[N:11]=1)=[O:31])([CH3:79])([CH3:78])[CH3:77]. (6) Given the reactants Br[C:2]1[C:3]([N:22]2[CH2:26][CH2:25][C@@H:24]([OH:27])[CH2:23]2)=[N:4][CH:5]=[C:6]([CH:21]=1)[C:7]([NH:9][C:10]1[CH:11]=[N:12][C:13]([S:16][C:17]([F:20])([F:19])[F:18])=[CH:14][CH:15]=1)=[O:8].O1CCCCC1[N:34]1[C:38](B2OC(C)(C)C(C)(C)O2)=[CH:37][CH:36]=[N:35]1, predict the reaction product. The product is: [OH:27][C@@H:24]1[CH2:25][CH2:26][N:22]([C:3]2[C:2]([C:36]3[NH:35][N:34]=[CH:38][CH:37]=3)=[CH:21][C:6]([C:7]([NH:9][C:10]3[CH:11]=[N:12][C:13]([S:16][C:17]([F:20])([F:19])[F:18])=[CH:14][CH:15]=3)=[O:8])=[CH:5][N:4]=2)[CH2:23]1. (7) The product is: [C:1](=[O:23])([O:20][CH2:21][CH3:22])[O:2][C:3]1[CH:8]=[C:7]([N+:24]([O-:26])=[O:25])[C:6]([CH3:9])=[CH:5][C:4]=1[CH:10]1[CH:11]2[CH2:19][CH:15]3[CH2:14][CH:13]([CH2:18][CH:17]1[CH2:16]3)[CH2:12]2. Given the reactants [C:1](=[O:23])([O:20][CH2:21][CH3:22])[O:2][C:3]1[CH:8]=[CH:7][C:6]([CH3:9])=[CH:5][C:4]=1[CH:10]1[CH:17]2[CH2:18][CH:13]3[CH2:14][CH:15]([CH2:19][CH:11]1[CH2:12]3)[CH2:16]2.[N+:24]([O-])([O-:26])=[O:25].[K+], predict the reaction product. (8) The product is: [Br:1][C:2]1[CH:3]=[C:4]([CH3:10])[C:5]2[NH:9][CH:11]=[N:8][C:6]=2[CH:7]=1. Given the reactants [Br:1][C:2]1[CH:7]=[C:6]([NH2:8])[C:5]([NH2:9])=[C:4]([CH3:10])[CH:3]=1.[C:11]([O-])(O)=O.[Na+], predict the reaction product. (9) The product is: [O:11]([C:18]1[CH:19]=[CH:20][C:21]([NH:22][C:2]2[C:3]3[N:10]([CH:26]4[CH2:27][N:28]([C:30](=[O:32])[CH:37]=[CH2:38])[CH2:29]4)[CH:9]=[CH:8][C:4]=3[N:5]=[CH:6][N:7]=2)=[CH:23][CH:24]=1)[C:12]1[CH:13]=[CH:14][CH:15]=[CH:16][CH:17]=1. Given the reactants Cl[C:2]1[C:3]2[NH:10][CH:9]=[CH:8][C:4]=2[N:5]=[CH:6][N:7]=1.[O:11]([C:18]1[CH:24]=[CH:23][C:21]([NH2:22])=[CH:20][CH:19]=1)[C:12]1[CH:17]=[CH:16][CH:15]=[CH:14][CH:13]=1.I[CH:26]1[CH2:29][N:28]([C:30]([O:32]C(C)(C)C)=O)[CH2:27]1.[C:37](Cl)(=O)[CH:38]=C, predict the reaction product. (10) Given the reactants C[O:2][C:3]([C@@H:5]1[CH2:9][N:8]([S:10]([C:13]2[CH:18]=[CH:17][CH:16]=[CH:15][C:14]=2[Cl:19])(=[O:12])=[O:11])[C:7](=[O:20])[N:6]1[C:21]1[CH:26]=[CH:25][CH:24]=[CH:23][C:22]=1[Cl:27])=[O:4].[OH-].[Na+], predict the reaction product. The product is: [Cl:19][C:14]1[CH:15]=[CH:16][CH:17]=[CH:18][C:13]=1[S:10]([N:8]1[CH2:9][C@@H:5]([C:3]([OH:4])=[O:2])[N:6]([C:21]2[CH:26]=[CH:25][CH:24]=[CH:23][C:22]=2[Cl:27])[C:7]1=[O:20])(=[O:11])=[O:12].